Predict which catalyst facilitates the given reaction. From a dataset of Catalyst prediction with 721,799 reactions and 888 catalyst types from USPTO. (1) Reactant: [NH2:1][C:2]1[C:11]([F:12])=[C:10]([F:13])[C:9]([O:14][CH3:15])=[C:8]2[C:3]=1[C:4](=[O:25])[C:5]([C:20]([O:22]CC)=[O:21])=[C:6]([CH3:19])[N:7]2[CH:16]1[CH2:18][CH2:17]1.[OH-].[Na+]. Product: [NH2:1][C:2]1[C:11]([F:12])=[C:10]([F:13])[C:9]([O:14][CH3:15])=[C:8]2[C:3]=1[C:4](=[O:25])[C:5]([C:20]([OH:22])=[O:21])=[C:6]([CH3:19])[N:7]2[CH:16]1[CH2:17][CH2:18]1. The catalyst class is: 14. (2) Reactant: [N+:1]([C:4]1[CH:13]=[CH:12][C:7]2[NH:8][C:9](=[O:11])[S:10][C:6]=2[CH:5]=1)([O-])=O.C([O-])=O.[NH4+].O1CCOCC1. Product: [NH2:1][C:4]1[CH:13]=[CH:12][C:7]2[NH:8][C:9](=[O:11])[S:10][C:6]=2[CH:5]=1. The catalyst class is: 19. (3) Reactant: [N+:1]([C:4]1[CH:9]=[C:8]([CH3:10])[CH:7]=[CH:6][C:5]=1[OH:11])([O-:3])=[O:2].[N:12]1([CH2:15][CH2:16]O)[CH2:14][CH2:13]1.C1(P(C2C=CC=CC=2)C2C=CC=CC=2)C=CC=CC=1.CC(OC(/N=N/C(OC(C)C)=O)=O)C. Product: [CH3:10][C:8]1[CH:7]=[CH:6][C:5]([O:11][CH2:16][CH2:15][N:12]2[CH2:14][CH2:13]2)=[C:4]([N+:1]([O-:3])=[O:2])[CH:9]=1. The catalyst class is: 49. (4) Reactant: [Si]([O:8][C@H:9]1[CH2:14][CH2:13][C@H:12]([C:15]([N:17]([O:19][CH3:20])[CH3:18])=[O:16])[CH2:11][CH2:10]1)(C(C)(C)C)(C)C.C([SiH](CC)CC)C.[Bi](Br)(Br)Br.[F:32][C:33]1[CH:40]=[CH:39][C:36]([CH:37]=O)=[CH:35][CH:34]=1.C(=O)([O-])O.[Na+]. The catalyst class is: 115. Product: [F:32][C:33]1[CH:40]=[CH:39][C:36]([CH2:37][O:8][C@H:9]2[CH2:10][CH2:11][C@H:12]([C:15]([N:17]([O:19][CH3:20])[CH3:18])=[O:16])[CH2:13][CH2:14]2)=[CH:35][CH:34]=1. (5) Reactant: [NH2:1][C:2]1[NH:6][N:5]=[C:4]([C:7]2[CH:8]=[N:9][CH:10]=[CH:11][CH:12]=2)[C:3]=1[C:13]#[N:14].O.[C:16]([O:20][CH2:21][CH3:22])(=[O:19])[CH:17]=[CH2:18]. Product: [NH2:1][C:2]1[N:6]([CH2:18][CH2:17][C:16]([O:20][CH2:21][CH3:22])=[O:19])[N:5]=[C:4]([C:7]2[CH:8]=[N:9][CH:10]=[CH:11][CH:12]=2)[C:3]=1[C:13]#[N:14]. The catalyst class is: 17. (6) Reactant: [Si]([O:18][CH2:19][C:20]1[N:21]=[C:22]([C:34](=[O:36])[CH3:35])[N:23]([CH2:26][O:27][CH2:28][CH2:29][Si:30]([CH3:33])([CH3:32])[CH3:31])[C:24]=1[CH3:25])(C(C)(C)C)(C1C=CC=CC=1)C1C=CC=CC=1.CCCC[N+](CCCC)(CCCC)CCCC.[F-]. Product: [OH:18][CH2:19][C:20]1[N:21]=[C:22]([C:34](=[O:36])[CH3:35])[N:23]([CH2:26][O:27][CH2:28][CH2:29][Si:30]([CH3:32])([CH3:31])[CH3:33])[C:24]=1[CH3:25]. The catalyst class is: 20. (7) Reactant: [Cl:1][C:2]1[CH:3]=[C:4]([C:12]2[O:16][N:15]=[C:14]([C:17]3[C:25]([F:26])=[CH:24][C:23]4[C:19](=[CH:20][N:21]([CH2:27][CH2:28][CH2:29][C:30]([O:32]CC)=[O:31])[N:22]=4)[CH:18]=3)[N:13]=2)[CH:5]=[N:6][C:7]=1[O:8][CH:9]([CH3:11])[CH3:10].[OH-].[Na+]. Product: [Cl:1][C:2]1[CH:3]=[C:4]([C:12]2[O:16][N:15]=[C:14]([C:17]3[C:25]([F:26])=[CH:24][C:23]4[C:19](=[CH:20][N:21]([CH2:27][CH2:28][CH2:29][C:30]([OH:32])=[O:31])[N:22]=4)[CH:18]=3)[N:13]=2)[CH:5]=[N:6][C:7]=1[O:8][CH:9]([CH3:11])[CH3:10]. The catalyst class is: 5.